The task is: Predict the reactants needed to synthesize the given product.. This data is from Full USPTO retrosynthesis dataset with 1.9M reactions from patents (1976-2016). (1) Given the product [CH2:18]([O:17][C:13]([CH2:14][O:1][C:2]1[CH:12]=[N:11][CH:10]=[CH:9][C:3]=1[C:4]([O:6][CH2:7][CH3:8])=[O:5])=[O:16])[CH3:19], predict the reactants needed to synthesize it. The reactants are: [OH:1][C:2]1[CH:12]=[N:11][CH:10]=[CH:9][C:3]=1[C:4]([O:6][CH2:7][CH3:8])=[O:5].[C:13]([O:17][CH2:18][CH3:19])(=[O:16])[CH2:14]O.C1(P(C2C=CC=CC=2)C2C=CC=CC=2)C=CC=CC=1.CC(OC(/N=N/C(OC(C)C)=O)=O)C. (2) Given the product [CH2:1]([O:3][C:4](=[O:22])[CH2:5][CH:6]1[CH2:15][C:14]2[C:9](=[CH:10][CH:11]=[C:12]([O:16][CH2:17][CH2:18][CH2:19][NH:20][C:34]([NH2:36])=[NH:35])[CH:13]=2)[NH:8][C:7]1=[O:21])[CH3:2], predict the reactants needed to synthesize it. The reactants are: [CH2:1]([O:3][C:4](=[O:22])[CH2:5][CH:6]1[CH2:15][C:14]2[C:9](=[CH:10][CH:11]=[C:12]([O:16][CH2:17][CH2:18][CH2:19][NH2:20])[CH:13]=2)[NH:8][C:7]1=[O:21])[CH3:2].[N+]([O-])(O)=O.CC1([C:34]([NH2:36])=[NH:35])C=C(C)N=N1.C(N(C(C)C)CC)(C)C. (3) Given the product [CH3:37][N:19]1[CH2:20][CH2:21][C:22]2[S:28][C:27]([NH:29][C:30]3[N:35]=[C:34]([CH3:36])[CH:33]=[CH:32][N:31]=3)=[N:26][C:23]=2[C:24]2=[CH:25][NH:16][N:17]=[C:18]12, predict the reactants needed to synthesize it. The reactants are: FC(F)(F)S(O)(=O)=O.COC1C=CC(C[N:16]2[CH:25]=[C:24]3[C:18]([N:19]([CH3:37])[CH2:20][CH2:21][C:22]4[S:28][C:27]([NH:29][C:30]5[N:35]=[C:34]([CH3:36])[CH:33]=[CH:32][N:31]=5)=[N:26][C:23]=43)=[N:17]2)=CC=1. (4) Given the product [CH3:1][C:2]1[C:3]([N+:9]([O-:11])=[O:10])=[CH:4][CH:5]=[C:6]([O:8][CH:12]2[CH2:16][CH2:15][NH:14][CH2:13]2)[N:7]=1, predict the reactants needed to synthesize it. The reactants are: [CH3:1][C:2]1[N:7]=[C:6]([OH:8])[CH:5]=[CH:4][C:3]=1[N+:9]([O-:11])=[O:10].[CH2:12]1[CH:16](O)[CH2:15][NH:14][CH2:13]1.C1(P(C2C=CC=CC=2)C2C=CC=CC=2)C=CC=CC=1.N(/C(OC(C)(C)C)=O)=N\C(OC(C)(C)C)=O. (5) Given the product [CH3:1][O:2][C:3](=[O:11])[C:4]1[CH:9]=[CH:8][N:7]=[C:6]([C:17]2[CH:16]=[C:15]3[C:20](=[CH:19][CH:18]=2)[NH:12][CH:13]=[CH:14]3)[CH:5]=1, predict the reactants needed to synthesize it. The reactants are: [CH3:1][O:2][C:3](=[O:11])[C:4]1[CH:9]=[CH:8][N:7]=[C:6](Cl)[CH:5]=1.[NH:12]1[C:20]2[C:15](=[CH:16][C:17](B(O)O)=[CH:18][CH:19]=2)[CH:14]=[CH:13]1.C(=O)([O-])[O-].[Na+].[Na+].C(OCC)(=O)C. (6) Given the product [C:30]([C:34]1[CH:35]=[C:36]2[C:41](=[CH:42][CH:43]=1)[C:40](=[O:44])[NH:39][C:38](=[O:45])[C:37]2=[CH:46][NH:49][CH2:50][C:51]1[CH:52]=[CH:53][C:54]([C:58]2[CH:62]=[CH:61][O:60][CH:59]=2)=[C:55]([OH:57])[CH:56]=1)([CH3:33])([CH3:32])[CH3:31], predict the reactants needed to synthesize it. The reactants are: OC1C=C(CNC=C2C3C(=CC=C(I)C=3)C(=O)NC2=O)C=CC=1C1C=CC=CC=1.[C:30]([C:34]1[CH:35]=[C:36]2[C:41](=[CH:42][CH:43]=1)[C:40](=[O:44])[NH:39][C:38](=[O:45])[C:37]2=[CH:46]OC)([CH3:33])([CH3:32])[CH3:31].[NH2:49][CH2:50][C:51]1[CH:52]=[CH:53][C:54]([C:58]2[CH:62]=[CH:61][O:60][CH:59]=2)=[C:55]([OH:57])[CH:56]=1.